From a dataset of Aqueous solubility values for 9,982 compounds from the AqSolDB database. Regression/Classification. Given a drug SMILES string, predict its absorption, distribution, metabolism, or excretion properties. Task type varies by dataset: regression for continuous measurements (e.g., permeability, clearance, half-life) or binary classification for categorical outcomes (e.g., BBB penetration, CYP inhibition). For this dataset (solubility_aqsoldb), we predict Y. The drug is O=C([O-])[O-].[Cu+2].[Cu+2].[OH-].[OH-]. The Y is -5.14 log mol/L.